This data is from Forward reaction prediction with 1.9M reactions from USPTO patents (1976-2016). The task is: Predict the product of the given reaction. (1) Given the reactants C([O:3][C:4](=[O:15])[CH2:5][O:6][CH2:7][CH2:8][O:9][CH:10]([N:12]=[N+:13]=[N-:14])[CH3:11])C.[OH-].[Na+], predict the reaction product. The product is: [N:12]([CH:10]([O:9][CH2:8][CH2:7][O:6][CH2:5][C:4]([OH:15])=[O:3])[CH3:11])=[N+:13]=[N-:14]. (2) Given the reactants F[C:2](F)(F)[C:3]([OH:5])=O.[Br:8][C:9]1[CH:14]=[CH:13][C:12]([C:15]2([C:36]#[N:37])[CH:19]([CH2:20][C:21]([CH3:24])([CH3:23])[CH3:22])[NH:18][CH:17]([C:25](O)=[O:26])[CH:16]2[C:28]2[CH:33]=[CH:32][CH:31]=[C:30]([Cl:34])[C:29]=2[F:35])=[CH:11][CH:10]=1.[CH2:38]([NH2:40])[CH3:39].CN(C([O:48]N1N=NC2C=CC=NC1=2)=[N+](C)C)C.F[P-](F)(F)(F)(F)F.CCN(C(C)C)C(C)C.Cl, predict the reaction product. The product is: [OH:48][C@H:2]([CH2:3][OH:5])[CH2:39][CH2:38][NH:40][C:25]([CH:17]1[CH:16]([C:28]2[CH:33]=[CH:32][CH:31]=[C:30]([Cl:34])[C:29]=2[F:35])[C:15]([C:12]2[CH:13]=[CH:14][C:9]([Br:8])=[CH:10][CH:11]=2)([C:36]#[N:37])[CH:19]([CH2:20][C:21]([CH3:24])([CH3:23])[CH3:22])[NH:18]1)=[O:26]. (3) Given the reactants [C:1](Cl)(=O)C.[Cl:5][C:6]1[CH:14]=[C:13]([OH:15])[C:12]([N+:16]([O-:18])=[O:17])=[CH:11][C:7]=1[C:8]([OH:10])=[O:9], predict the reaction product. The product is: [Cl:5][C:6]1[CH:14]=[C:13]([OH:15])[C:12]([N+:16]([O-:18])=[O:17])=[CH:11][C:7]=1[C:8]([O:10][CH3:1])=[O:9]. (4) Given the reactants C(O)C.O1CCCC1.[OH-].[Na+].[CH3:11][O:12][C:13]1[CH:14]=[C:15]([CH:22]=[C:23]([CH3:29])[C:24]=1[O:25][CH2:26][C:27]#[CH:28])[C:16]([O:18]CC#C)=[O:17], predict the reaction product. The product is: [CH3:11][O:12][C:13]1[CH:14]=[C:15]([CH:22]=[C:23]([CH3:29])[C:24]=1[O:25][CH2:26][C:27]#[CH:28])[C:16]([OH:18])=[O:17]. (5) The product is: [CH3:25][C:17]([S:16][C:13]1[CH:14]=[CH:15][C:10]([CH2:9][NH:8][C:4]2[CH:3]=[C:2]([C:32]3[CH:31]=[CH:30][CH:29]=[C:28]([CH3:27])[CH:33]=3)[N:7]=[CH:6][N:5]=2)=[CH:11][CH:12]=1)([CH3:26])[C:18]([O:20][C:21]([CH3:24])([CH3:23])[CH3:22])=[O:19]. Given the reactants Cl[C:2]1[N:7]=[CH:6][N:5]=[C:4]([NH:8][CH2:9][C:10]2[CH:15]=[CH:14][C:13]([S:16][C:17]([CH3:26])([CH3:25])[C:18]([O:20][C:21]([CH3:24])([CH3:23])[CH3:22])=[O:19])=[CH:12][CH:11]=2)[CH:3]=1.[CH3:27][C:28]1[CH:29]=[C:30](B(O)O)[CH:31]=[CH:32][CH:33]=1.C(=O)([O-])[O-].[K+].[K+], predict the reaction product. (6) Given the reactants [OH:1][C:2]1[CH:9]=[C:8]([O:10][CH3:11])[CH:7]=[CH:6][C:3]=1[CH:4]=[O:5].[Cl:12]N1C(=O)CCC1=O.Cl, predict the reaction product. The product is: [Cl:12][C:7]1[C:8]([O:10][CH3:11])=[CH:9][C:2]([OH:1])=[C:3]([CH:6]=1)[CH:4]=[O:5]. (7) Given the reactants [NH:1]1[C:9]2[C:4](=[C:5]([N:10]3[CH2:15][CH2:14][NH:13][CH2:12][CH2:11]3)[CH:6]=[CH:7][CH:8]=2)[CH:3]=[CH:2]1.[S:16]1[CH2:18][CH2:17]1, predict the reaction product. The product is: [NH:1]1[C:9]2[C:4](=[C:5]([N:10]3[CH2:15][CH2:14][N:13]([CH2:18][CH2:17][SH:16])[CH2:12][CH2:11]3)[CH:6]=[CH:7][CH:8]=2)[CH:3]=[CH:2]1. (8) Given the reactants [CH:1](=O)[C:2]1[O:6][CH:5]=[CH:4][CH:3]=1.[Br:8][C:9]1[CH:16]=[CH:15][C:12]([CH2:13]Br)=[CH:11][CH:10]=1.C1([SiH2]C2C=CC=CC=2)C=CC=CC=1.CCN(C(C)C)C(C)C, predict the reaction product. The product is: [Br:8][C:9]1[CH:16]=[CH:15][C:12]([CH:13]=[CH:1][C:2]2[O:6][CH:5]=[CH:4][CH:3]=2)=[CH:11][CH:10]=1. (9) Given the reactants [F:1][C:2]1[C:7]([C:8]2[N:13]=[C:12]([CH3:14])[N:11]=[C:10]([N:15]([CH2:25][C:26]3[CH:31]=[CH:30][C:29]([O:32][CH3:33])=[CH:28][CH:27]=3)[CH2:16][C:17]3[CH:22]=[CH:21][C:20]([O:23][CH3:24])=[CH:19][CH:18]=3)[N:9]=2)=[CH:6][C:5]([CH2:34][C:35]2[CH:40]=[CH:39][C:38](SC)=[CH:37][CH:36]=2)=[CH:4][N:3]=1.[CH:43]1C=C(Cl)C=C(C(OO)=O)C=1.C(=O)(O)[O-].[Na+].[S:59]([O-:63])([O-])(=[O:61])=S.[Na+].[Na+], predict the reaction product. The product is: [F:1][C:2]1[C:7]([C:8]2[N:13]=[C:12]([CH3:14])[N:11]=[C:10]([N:15]([CH2:16][C:17]3[CH:22]=[CH:21][C:20]([O:23][CH3:24])=[CH:19][CH:18]=3)[CH2:25][C:26]3[CH:27]=[CH:28][C:29]([O:32][CH3:33])=[CH:30][CH:31]=3)[N:9]=2)=[CH:6][C:5]([CH2:34][C:35]2[CH:36]=[CH:37][C:38]([S:59]([CH3:43])(=[O:63])=[O:61])=[CH:39][CH:40]=2)=[CH:4][N:3]=1.